This data is from Forward reaction prediction with 1.9M reactions from USPTO patents (1976-2016). The task is: Predict the product of the given reaction. (1) Given the reactants [N:1]1([CH2:7][CH2:8][NH:9][C:10](=[O:27])[C@H:11]([CH2:20][CH:21]2[CH2:26][CH2:25][CH2:24][CH2:23][CH2:22]2)[NH:12]C(OC(C)(C)C)=O)[CH2:6][CH2:5][CH2:4][CH2:3][CH2:2]1.Cl.C(OCC)(=O)C, predict the reaction product. The product is: [N:1]1([CH2:7][CH2:8][NH:9][C:10](=[O:27])[C@H:11]([CH2:20][CH:21]2[CH2:26][CH2:25][CH2:24][CH2:23][CH2:22]2)[NH2:12])[CH2:6][CH2:5][CH2:4][CH2:3][CH2:2]1. (2) Given the reactants [Br:1][C:2]1[CH:3]=[CH:4][C:5]([C:8]2[O:12][CH:11]=[N:10][C:9]=2[CH3:13])=[N:6][CH:7]=1.[Li+].C[Si]([N-][Si](C)(C)C)(C)C.[Cl:24]C(Cl)(Cl)C(Cl)(Cl)Cl, predict the reaction product. The product is: [Br:1][C:2]1[CH:3]=[CH:4][C:5]([C:8]2[O:12][C:11]([Cl:24])=[N:10][C:9]=2[CH3:13])=[N:6][CH:7]=1. (3) Given the reactants [CH3:1][O:2][C:3]1[CH:38]=[CH:37][C:6]([CH2:7][N:8]([CH2:28][C:29]2[CH:34]=[CH:33][C:32]([O:35][CH3:36])=[CH:31][CH:30]=2)[C:9]2[N:14]=[C:13]([O:15][CH3:16])[C:12]([S:17][C:18]3[N:23]=[C:22]([NH2:24])[CH:21]=[C:20]([NH2:25])[N:19]=3)=[C:11]([O:26][CH3:27])[N:10]=2)=[CH:5][CH:4]=1, predict the reaction product. The product is: [CH3:36][O:35][C:32]1[CH:31]=[CH:30][C:29]([CH2:28][N:8]([CH2:7][C:6]2[CH:5]=[CH:4][C:3]([O:2][CH3:1])=[CH:38][CH:37]=2)[C:9]2[N:14]=[C:13]([O:15][CH3:16])[C:12]([S:17][C:18]3[N:23]=[C:22]([NH:24][C:3](=[O:2])[CH3:4])[CH:21]=[C:20]([NH:25][C:13](=[O:15])[CH3:12])[N:19]=3)=[C:11]([O:26][CH3:27])[N:10]=2)=[CH:34][CH:33]=1. (4) Given the reactants C(O[C:6]([N:8]1[CH2:12][C:11](=[N:13][O:14][CH3:15])[CH2:10][C@H:9]1[C:16]([OH:18])=O)=[O:7])(C)(C)C.[N:19]1[CH:24]=[CH:23][CH:22]=[C:21]([C:25]2[CH:33]=[CH:32][C:28](C(O)=O)=[CH:27][CH:26]=2)[CH:20]=1.[NH2:34][CH2:35][CH:36]([C:38]1[CH:43]=[CH:42][C:41]([N+:44]([O-:46])=[O:45])=[CH:40][CH:39]=1)[OH:37], predict the reaction product. The product is: [OH:37][CH:36]([C:38]1[CH:39]=[CH:40][C:41]([N+:44]([O-:46])=[O:45])=[CH:42][CH:43]=1)[CH2:35][NH:34][C:16]([C@@H:9]1[CH2:10][C:11](=[N:13][O:14][CH3:15])[CH2:12][N:8]1[C:6](=[O:7])[C:28]1[CH:27]=[CH:26][C:25]([C:21]2[CH:20]=[N:19][CH:24]=[CH:23][CH:22]=2)=[CH:33][CH:32]=1)=[O:18]. (5) Given the reactants [CH:1]1([NH:4][C:5](=[O:22])[C:6]2[CH:11]=[CH:10][C:9]([O:12][C:13]3[CH:18]=[CH:17][C:16]([CH:19]=O)=[C:15]([CH3:21])[N:14]=3)=[CH:8][CH:7]=2)[CH2:3][CH2:2]1.[C:23]1([N:29]=[C:30]2[N:34]([CH:35]3[CH2:40][CH2:39][NH:38][CH2:37][CH2:36]3)[C@H:33]([C:41]3[CH:46]=[CH:45][CH:44]=[CH:43][CH:42]=3)[CH2:32][O:31]2)[CH:28]=[CH:27][CH:26]=[CH:25][CH:24]=1.[BH-](OC(C)=O)(OC(C)=O)OC(C)=O.[Na+], predict the reaction product. The product is: [CH:1]1([NH:4][C:5](=[O:22])[C:6]2[CH:11]=[CH:10][C:9]([O:12][C:13]3[CH:18]=[CH:17][C:16]([CH2:19][N:38]4[CH2:37][CH2:36][CH:35]([N:34]5[C@H:33]([C:41]6[CH:46]=[CH:45][CH:44]=[CH:43][CH:42]=6)[CH2:32][O:31][C:30]5=[N:29][C:23]5[CH:28]=[CH:27][CH:26]=[CH:25][CH:24]=5)[CH2:40][CH2:39]4)=[C:15]([CH3:21])[N:14]=3)=[CH:8][CH:7]=2)[CH2:3][CH2:2]1. (6) Given the reactants [CH3:1][C:2]1[CH:10]=[CH:9][C:5]([C:6](O)=[S:7])=[CH:4][C:3]=1[C:11]#[C:12][C:13]1[CH:14]=[N:15][C:16]2[C:21]([CH:22]=1)=[CH:20][CH:19]=[CH:18][CH:17]=2.Cl.CN(C)CCCN=C=NCC.ON1C2C=CC=CC=2N=N1.[Cl:45][C:46]1[CH:55]=[CH:54][CH:53]=[C:52]([CH3:56])[C:47]=1[C:48]([NH:50][NH2:51])=[O:49], predict the reaction product. The product is: [Cl:45][C:46]1[CH:55]=[CH:54][CH:53]=[C:52]([CH3:56])[C:47]=1[C:48]([N:50]([C:6](=[S:7])[C:5]1[CH:9]=[CH:10][C:2]([CH3:1])=[C:3]([C:11]#[C:12][C:13]2[CH:14]=[N:15][C:16]3[C:21]([CH:22]=2)=[CH:20][CH:19]=[CH:18][CH:17]=3)[CH:4]=1)[NH2:51])=[O:49]. (7) The product is: [Cl:25][C:26]1[C:31]([C:32]([NH:24][C:19]2[CH:20]=[CH:21][CH:22]=[CH:23][C:18]=2[C:4]2[CH:5]=[C:6]([F:17])[C:7]([N:8]3[CH:12]=[CH:11][C:10]([C:13]([F:16])([F:15])[F:14])=[N:9]3)=[C:2]([F:1])[CH:3]=2)=[O:33])=[CH:30][CH:29]=[CH:28][N:27]=1. Given the reactants [F:1][C:2]1[CH:3]=[C:4]([C:18]2[C:19]([NH2:24])=[CH:20][CH:21]=[CH:22][CH:23]=2)[CH:5]=[C:6]([F:17])[C:7]=1[N:8]1[CH:12]=[CH:11][C:10]([C:13]([F:16])([F:15])[F:14])=[N:9]1.[Cl:25][C:26]1[C:31]([C:32](Cl)=[O:33])=[CH:30][CH:29]=[CH:28][N:27]=1.C(N(CC)CC)C, predict the reaction product.